This data is from Full USPTO retrosynthesis dataset with 1.9M reactions from patents (1976-2016). The task is: Predict the reactants needed to synthesize the given product. (1) Given the product [CH3:11][N:12]1[CH2:17][CH2:16][N:15]([C:2]2[CH:7]=[CH:6][C:5]([N+:8]([O-:10])=[O:9])=[CH:4][CH:3]=2)[CH2:14][CH2:13]1, predict the reactants needed to synthesize it. The reactants are: F[C:2]1[CH:7]=[CH:6][C:5]([N+:8]([O-:10])=[O:9])=[CH:4][CH:3]=1.[CH3:11][N:12]1[CH2:17][CH2:16][NH:15][CH2:14][CH2:13]1. (2) Given the product [CH3:19][C:20]1[CH:27]=[CH:26][C:23]([CH2:24][N:7]2[CH:4]3[CH2:5][CH2:6][CH:1]2[CH:2]([NH:8][C:9]2[C:10]4[CH:11]=[CH:12][N:13]=[CH:14][C:15]=4[CH:16]=[CH:17][CH:18]=2)[CH2:3]3)=[CH:22][CH:21]=1, predict the reactants needed to synthesize it. The reactants are: [CH:1]12[NH:7][CH:4]([CH2:5][CH2:6]1)[CH2:3][CH:2]2[NH:8][C:9]1[C:10]2[CH:11]=[CH:12][N:13]=[CH:14][C:15]=2[CH:16]=[CH:17][CH:18]=1.[CH3:19][C:20]1[CH:27]=[CH:26][C:23]([CH:24]=O)=[CH:22][CH:21]=1. (3) Given the product [CH3:7][N:6]([CH2:5][CH2:4][C@@H:3]([OH:8])[C:2]([F:10])([F:9])[F:1])[C:16](=[O:17])[O:15][C:11]([CH3:14])([CH3:13])[CH3:12], predict the reactants needed to synthesize it. The reactants are: [F:1][C:2]([F:10])([F:9])[C@H:3]([OH:8])[CH2:4][CH2:5][NH:6][CH3:7].[C:11]([O:15][C:16](O[C:16]([O:15][C:11]([CH3:14])([CH3:13])[CH3:12])=[O:17])=[O:17])([CH3:14])([CH3:13])[CH3:12]. (4) Given the product [NH2:21][C:18]1[CH:19]=[CH:20][C:2]([Br:1])=[C:3]([CH:17]=1)[CH2:4][N:5]([CH3:16])[C:6](=[O:15])[O:7][CH2:8][C:9]1[CH:14]=[CH:13][CH:12]=[CH:11][CH:10]=1, predict the reactants needed to synthesize it. The reactants are: [Br:1][C:2]1[CH:20]=[CH:19][C:18]([N+:21]([O-])=O)=[CH:17][C:3]=1[CH2:4][N:5]([CH3:16])[C:6](=[O:15])[O:7][CH2:8][C:9]1[CH:14]=[CH:13][CH:12]=[CH:11][CH:10]=1.[Cl-].[NH4+]. (5) Given the product [CH2:1]([O:5][CH2:6][CH2:7][O:8][C:9]1[CH:10]=[CH:11][C:12]([C:15]2[CH:16]=[CH:17][C:18]3[N:24]([CH2:11][CH:12]([CH3:15])[CH3:13])[CH2:23][CH2:22][C:21]([C:25]([NH:27][C:28]4[CH:33]=[CH:32][C:31]([CH:34]([OH:42])[C:35]5[CH:40]=[CH:39][CH:38]=[CH:37][N+:36]=5[O-:41])=[C:30]([Cl:43])[CH:29]=4)=[O:26])=[CH:20][C:19]=3[CH:44]=2)=[CH:13][CH:14]=1)[CH2:2][CH2:3][CH3:4], predict the reactants needed to synthesize it. The reactants are: [CH2:1]([O:5][CH2:6][CH2:7][O:8][C:9]1[CH:14]=[CH:13][C:12]([C:15]2[CH:16]=[CH:17][C:18]3[NH:24][CH2:23][CH2:22][C:21]([C:25]([NH:27][C:28]4[CH:33]=[CH:32][C:31]([CH:34]([OH:42])[C:35]5[CH:40]=[CH:39][CH:38]=[CH:37][N+:36]=5[O-:41])=[C:30]([Cl:43])[CH:29]=4)=[O:26])=[CH:20][C:19]=3[CH:44]=2)=[CH:11][CH:10]=1)[CH2:2][CH2:3][CH3:4].C(=O)(O)[O-].[Na+]. (6) Given the product [CH2:38]([O:37][CH2:36][N:9]1[C:10]([CH:13]([C:21]2[CH:22]=[CH:23][C:24]([S:27]([CH:30]3[CH2:31][CH2:32]3)(=[O:29])=[O:28])=[CH:25][CH:26]=2)[CH2:14][CH:15]2[CH2:16][CH2:17][O:18][CH2:19][CH2:20]2)=[CH:11][CH:12]=[C:8]1[C:5]1[CH:4]=[CH:3][C:2]([Br:1])=[CH:7][N:6]=1)[C:39]1[CH:44]=[CH:43][CH:42]=[CH:41][CH:40]=1, predict the reactants needed to synthesize it. The reactants are: [Br:1][C:2]1[CH:3]=[CH:4][C:5]([C:8]2[NH:9][C:10]([CH:13]([C:21]3[CH:26]=[CH:25][C:24]([S:27]([CH:30]4[CH2:32][CH2:31]4)(=[O:29])=[O:28])=[CH:23][CH:22]=3)[CH2:14][CH:15]3[CH2:20][CH2:19][O:18][CH2:17][CH2:16]3)=[CH:11][CH:12]=2)=[N:6][CH:7]=1.[H-].[Na+].Cl[CH2:36][O:37][CH2:38][C:39]1[CH:44]=[CH:43][CH:42]=[CH:41][CH:40]=1.[Cl-].[NH4+]. (7) Given the product [Cl:15][C:10]1[CH:11]=[C:12]([O:13][CH3:14])[C:7]2[C:8](=[N:17][NH:18][C:5]=2[CH:1]2[CH2:4][CH2:3][CH2:2]2)[N:9]=1, predict the reactants needed to synthesize it. The reactants are: [CH:1]1([C:5]([C:7]2[C:8](Cl)=[N:9][C:10]([Cl:15])=[CH:11][C:12]=2[O:13][CH3:14])=O)[CH2:4][CH2:3][CH2:2]1.[NH2:17][NH2:18].